This data is from Forward reaction prediction with 1.9M reactions from USPTO patents (1976-2016). The task is: Predict the product of the given reaction. Given the reactants Br[C:2]1[C:10]2[O:9][CH:8]([CH2:11][NH:12][CH3:13])[CH2:7][C:6]=2[CH:5]=[CH:4][CH:3]=1.[CH3:14][O:15][C:16]1[CH:17]=[C:18](B(O)O)[CH:19]=[CH:20][CH:21]=1, predict the reaction product. The product is: [CH3:13][NH:12][CH2:11][CH:8]1[CH2:7][C:6]2[CH:5]=[CH:4][CH:3]=[C:2]([C:20]3[CH:19]=[CH:18][CH:17]=[C:16]([O:15][CH3:14])[CH:21]=3)[C:10]=2[O:9]1.